Dataset: Forward reaction prediction with 1.9M reactions from USPTO patents (1976-2016). Task: Predict the product of the given reaction. Given the reactants [CH3:1][N:2]1[C:10]2[C:5](=[CH:6][CH:7]=[CH:8][C:9]=2[CH3:11])[C:4]([C:12]([O-])=O)=[CH:3]1.[CH3:15][N:16]1C2C(=CC=CC=2)C(C)=C1C([O-])=O, predict the reaction product. The product is: [CH3:1][N:2]1[C:10]2[C:5](=[CH:6][CH:7]=[CH:8][C:9]=2[CH3:11])[C:4]([CH2:12][NH:16][CH3:15])=[CH:3]1.